From a dataset of Forward reaction prediction with 1.9M reactions from USPTO patents (1976-2016). Predict the product of the given reaction. (1) Given the reactants Cl[C:2]1[CH:7]=[C:6]([Cl:8])[CH:5]=[C:4]([Cl:9])[C:3]=1[N+:10]([O-:12])=[O:11].[C:13]([O:17][C:18]([N:20]1[CH2:25][CH2:24][NH:23][CH2:22][CH2:21]1)=[O:19])([CH3:16])([CH3:15])[CH3:14], predict the reaction product. The product is: [C:13]([O:17][C:18]([N:20]1[CH2:25][CH2:24][N:23]([C:2]2[CH:7]=[C:6]([Cl:8])[CH:5]=[C:4]([Cl:9])[C:3]=2[N+:10]([O-:12])=[O:11])[CH2:22][CH2:21]1)=[O:19])([CH3:16])([CH3:14])[CH3:15]. (2) Given the reactants [C:1]([O:5][C:6]([N:8]([C@@H:22]1[CH2:26][CH2:25][N:24]([CH:27]2[CH2:32][C:31]([CH3:34])([CH3:33])[NH:30][C:29]([CH3:36])([CH3:35])[CH2:28]2)[CH2:23]1)[C:9]1[N:14]=[CH:13][C:12](/[CH:15]=[CH:16]/[C:17]([O:19]CC)=O)=[CH:11][CH:10]=1)=[O:7])([CH3:4])([CH3:3])[CH3:2].Cl.[NH2:38][OH:39].C[O-].[K+].Cl, predict the reaction product. The product is: [OH:39][NH:38][C:17](=[O:19])/[CH:16]=[CH:15]/[C:12]1[CH:11]=[CH:10][C:9]([N:8]([C@@H:22]2[CH2:26][CH2:25][N:24]([CH:27]3[CH2:28][C:29]([CH3:36])([CH3:35])[NH:30][C:31]([CH3:34])([CH3:33])[CH2:32]3)[CH2:23]2)[C:6](=[O:7])[O:5][C:1]([CH3:3])([CH3:4])[CH3:2])=[N:14][CH:13]=1.